Dataset: Catalyst prediction with 721,799 reactions and 888 catalyst types from USPTO. Task: Predict which catalyst facilitates the given reaction. (1) Reactant: [CH3:1][C:2]([CH3:21])([CH3:20])[CH2:3][N:4]1[C:12]2[C:7](=[N:8][C:9]([C@@H:13]3[CH2:15][C@H:14]3[CH2:16][OH:17])=[CH:10][CH:11]=2)[N:6]([CH3:18])[C:5]1=[O:19].C(N(CC)CC)C.[CH3:29][S:30](Cl)(=[O:32])=[O:31]. Product: [CH3:29][S:30]([O:17][CH2:16][C@@H:14]1[CH2:15][C@H:13]1[C:9]1[N:8]=[C:7]2[N:6]([CH3:18])[C:5](=[O:19])[N:4]([CH2:3][C:2]([CH3:21])([CH3:20])[CH3:1])[C:12]2=[CH:11][CH:10]=1)(=[O:32])=[O:31]. The catalyst class is: 2. (2) Reactant: [NH2:1][C:2]1[CH:7]=[C:6]([Cl:8])[CH:5]=[CH:4][C:3]=1[NH:9][C@@H:10]1[CH2:14][CH2:13][N:12]([C:15]([O:17][C:18]([CH3:21])([CH3:20])[CH3:19])=[O:16])[CH2:11]1.[Cl:22][CH2:23][C:24](OC)(OC)OC. Product: [Cl:8][C:6]1[CH:5]=[CH:4][C:3]2[N:9]([C@@H:10]3[CH2:14][CH2:13][N:12]([C:15]([O:17][C:18]([CH3:21])([CH3:20])[CH3:19])=[O:16])[CH2:11]3)[C:24]([CH2:23][Cl:22])=[N:1][C:2]=2[CH:7]=1. The catalyst class is: 8.